This data is from Catalyst prediction with 721,799 reactions and 888 catalyst types from USPTO. The task is: Predict which catalyst facilitates the given reaction. (1) Reactant: [Cl:1][C:2]1[CH:3]=[C:4]([O:19][CH2:20][C@@H:21]2[CH2:25][CH2:24][N:23]([C:26]([O:28][C:29]([CH3:32])([CH3:31])[CH3:30])=[O:27])[CH2:22]2)[C:5]2[N:6]([C:15](=[O:18])[NH:16][N:17]=2)[C:7]=1[C:8]1[CH:13]=[CH:12][C:11]([CH3:14])=[CH:10][CH:9]=1.C(=O)([O-])[O-].[K+].[K+].[CH2:39](Br)[C:40]1[CH:45]=[CH:44][CH:43]=[CH:42][CH:41]=1. Product: [CH2:39]([N:16]1[C:15](=[O:18])[N:6]2[C:7]([C:8]3[CH:13]=[CH:12][C:11]([CH3:14])=[CH:10][CH:9]=3)=[C:2]([Cl:1])[CH:3]=[C:4]([O:19][CH2:20][C@@H:21]3[CH2:25][CH2:24][N:23]([C:26]([O:28][C:29]([CH3:32])([CH3:31])[CH3:30])=[O:27])[CH2:22]3)[C:5]2=[N:17]1)[C:40]1[CH:45]=[CH:44][CH:43]=[CH:42][CH:41]=1. The catalyst class is: 9. (2) Reactant: [NH:1]([C:3]1[N:4]=[C:5]2[CH:11]=[CH:10][N:9](S(C3C=CC(C)=CC=3)(=O)=O)[C:6]2=[N:7][CH:8]=1)[NH2:2].[O:22]1[CH2:27][CH2:26][CH:25]([CH:28]=O)[CH2:24][CH2:23]1.C(O)(=O)C.C(O)(=O)C.IC1C=CC=CC=1.[OH-].[Na+]. Product: [O:22]1[CH2:27][CH2:26][CH:25]([C:28]2[N:4]3[C:5]4[CH:11]=[CH:10][NH:9][C:6]=4[N:7]=[CH:8][C:3]3=[N:1][N:2]=2)[CH2:24][CH2:23]1. The catalyst class is: 100.